This data is from Peptide-MHC class I binding affinity with 185,985 pairs from IEDB/IMGT. The task is: Regression. Given a peptide amino acid sequence and an MHC pseudo amino acid sequence, predict their binding affinity value. This is MHC class I binding data. (1) The peptide sequence is SVRDLLDTA. The MHC is Patr-A0401 with pseudo-sequence Patr-A0401. The binding affinity (normalized) is 0. (2) The peptide sequence is TTHTSGPSV. The MHC is HLA-A02:01 with pseudo-sequence HLA-A02:01. The binding affinity (normalized) is 0.0954. (3) The peptide sequence is KMYWITRSK. The MHC is HLA-A68:02 with pseudo-sequence HLA-A68:02. The binding affinity (normalized) is 0.0847. (4) The MHC is HLA-A31:01 with pseudo-sequence HLA-A31:01. The binding affinity (normalized) is 0.0847. The peptide sequence is AQIGVIGVF. (5) The peptide sequence is LFAGTHITM. The MHC is HLA-A26:01 with pseudo-sequence HLA-A26:01. The binding affinity (normalized) is 0.273. (6) The peptide sequence is KSKSFNHVLK. The MHC is HLA-A11:01 with pseudo-sequence HLA-A11:01. The binding affinity (normalized) is 0.716. (7) The peptide sequence is SAYYLDIGF. The MHC is HLA-A25:01 with pseudo-sequence HLA-A25:01. The binding affinity (normalized) is 0.0847. (8) The peptide sequence is FTSCELYHY. The MHC is HLA-A29:02 with pseudo-sequence HLA-A29:02. The binding affinity (normalized) is 0.882. (9) The peptide sequence is EVVMAYVGIK. The MHC is HLA-B35:01 with pseudo-sequence HLA-B35:01. The binding affinity (normalized) is 0.0704.